From a dataset of Full USPTO retrosynthesis dataset with 1.9M reactions from patents (1976-2016). Predict the reactants needed to synthesize the given product. (1) Given the product [CH2:1]([O:3][C:4](=[O:18])[CH:5]([O:15][CH2:16][CH3:17])[CH2:6][C:7]1[CH:12]=[CH:11][C:10]([O:13][CH:21]([C:23]2[S:27][C:26]([C:28]3[CH:33]=[CH:32][C:31]([C:34]([F:36])([F:37])[F:35])=[CH:30][CH:29]=3)=[N:25][C:24]=2[CH3:38])[CH:20]([CH3:39])[CH3:19])=[CH:9][C:8]=1[CH3:14])[CH3:2], predict the reactants needed to synthesize it. The reactants are: [CH2:1]([O:3][C:4](=[O:18])[CH:5]([O:15][CH2:16][CH3:17])[CH2:6][C:7]1[CH:12]=[CH:11][C:10]([OH:13])=[CH:9][C:8]=1[CH3:14])[CH3:2].[CH3:19][CH:20]([CH3:39])[CH:21]([C:23]1[S:27][C:26]([C:28]2[CH:33]=[CH:32][C:31]([C:34]([F:37])([F:36])[F:35])=[CH:30][CH:29]=2)=[N:25][C:24]=1[CH3:38])O.C(P(CCCC)CCCC)CCC.CN(C)C(N=NC(N(C)C)=O)=O. (2) Given the product [CH2:18]([N:15]1[C:16]2[CH:17]=[C:9]3[N:8]=[C:7]([C:3]4[C:2]([NH:1][C:24](=[O:26])[CH3:25])=[CH:6][NH:5][N:4]=4)[NH:23][C:10]3=[CH:11][C:12]=2[C:13]([CH3:22])([CH3:21])[C:14]1=[O:20])[CH3:19], predict the reactants needed to synthesize it. The reactants are: [NH2:1][C:2]1[C:3]([C:7]2[NH:23][C:10]3=[CH:11][C:12]4[C:13]([CH3:22])([CH3:21])[C:14](=[O:20])[N:15]([CH2:18][CH3:19])[C:16]=4[CH:17]=[C:9]3[N:8]=2)=[N:4][NH:5][CH:6]=1.[C:24](OC(=O)C)(=[O:26])[CH3:25]. (3) Given the product [N+:56]([C:51]1[CH:52]=[CH:53][CH:54]=[CH:55][C:50]=1[S:47]([NH:46][C@H:44]1[CH2:43][N:42]2[C@H:41]([C:40](=[O:59])[NH:39][C@@:34]3([CH2:36][C@H:35]3[CH:37]=[CH2:38])[C:32](=[O:33])[NH:31][S:28](=[O:29])(=[O:30])[C:23]3[CH:24]=[CH:25][CH:26]=[CH:27][C:22]=3[NH:21][CH2:20][CH2:19][CH2:18][CH2:17][CH2:16][CH2:15][CH2:14][C@H:10]([NH:9][C:7](=[O:8])[O:6][CH:1]3[CH2:2][CH2:3][CH2:4][CH2:5]3)[C:11]2=[O:13])[CH2:45]1)(=[O:49])=[O:48])([O-:58])=[O:57], predict the reactants needed to synthesize it. The reactants are: [CH:1]1([O:6][C:7]([NH:9][C@@H:10]([CH2:14][CH2:15][CH2:16][CH2:17][CH2:18][CH2:19][CH2:20][NH:21][C:22]2[CH:27]=[CH:26][CH:25]=[CH:24][C:23]=2[S:28]([NH:31][C:32]([C@@:34]2([NH:39][C:40](=[O:59])[C@@H:41]3[CH2:45][C@@H:44]([NH:46][S:47]([C:50]4[CH:55]=[CH:54][CH:53]=[CH:52][C:51]=4[N+:56]([O-:58])=[O:57])(=[O:49])=[O:48])[CH2:43][NH:42]3)[CH2:36][C@H:35]2[CH:37]=[CH2:38])=[O:33])(=[O:30])=[O:29])[C:11]([OH:13])=O)=[O:8])[CH2:5][CH2:4][CH2:3][CH2:2]1.CN(C(ON1N=NC2C=CC=NC1=2)=[N+](C)C)C.F[P-](F)(F)(F)(F)F.CCN(C(C)C)C(C)C. (4) Given the product [OH:1][CH:2]1[C:10]2[C:5](=[CH:6][C:7]([O:11][C:12]3[CH:20]=[CH:19][C:15]([C:16]([NH2:18])=[O:17])=[CH:14][N:13]=3)=[CH:8][CH:9]=2)[CH2:4][CH2:3]1, predict the reactants needed to synthesize it. The reactants are: [O:1]=[C:2]1[C:10]2[C:5](=[CH:6][C:7]([O:11][C:12]3[CH:20]=[CH:19][C:15]([C:16]([NH2:18])=[O:17])=[CH:14][N:13]=3)=[CH:8][CH:9]=2)[CH2:4][CH2:3]1.[BH4-].[Na+]. (5) Given the product [Cl:8][C:7]1[CH:6]=[CH:5][CH:4]=[C:3]([N+:9]([O-:11])=[O:10])[C:2]=1[SH:13], predict the reactants needed to synthesize it. The reactants are: Cl[C:2]1[C:7]([Cl:8])=[CH:6][CH:5]=[CH:4][C:3]=1[N+:9]([O-:11])=[O:10].C[S:13](C)=O.